From a dataset of Reaction yield outcomes from USPTO patents with 853,638 reactions. Predict the reaction yield, written as a fraction of the theoretical maximum amount of product (1.0 means a 100% yield; for example, 0.34 means a 34% yield). (1) The reactants are [NH2:1][C:2]1[C:7]2[C:8]([C:11]3[CH:16]=[CH:15][C:14]([NH:17][C:18]([C:20]4[N:21]([CH3:29])[C:22]5[C:27]([CH:28]=4)=[CH:26][CH:25]=[CH:24][CH:23]=5)=[O:19])=[C:13]([O:30][CH3:31])[CH:12]=3)=[CH:9][S:10][C:6]=2[C:5]([C:32]([NH:34][CH2:35][CH:36](OC)[O:37]C)=[O:33])=[CH:4][N:3]=1.FC(F)(F)C(O)=O.O. The catalyst is C(=O)(O)[O-].[Na+]. The product is [NH2:1][C:2]1[C:7]2[C:8]([C:11]3[CH:16]=[CH:15][C:14]([NH:17][C:18]([C:20]4[N:21]([CH3:29])[C:22]5[C:27]([CH:28]=4)=[CH:26][CH:25]=[CH:24][CH:23]=5)=[O:19])=[C:13]([O:30][CH3:31])[CH:12]=3)=[CH:9][S:10][C:6]=2[C:5]([C:32]([NH:34][CH2:35][CH:36]=[O:37])=[O:33])=[CH:4][N:3]=1. The yield is 0.700. (2) The reactants are [O:1]=[C:2]1[N:7]([CH2:8][C:9]2[CH:14]=[CH:13][C:12]([C:15]3[C:16]([C:21]#[N:22])=[CH:17][CH:18]=[CH:19][CH:20]=3)=[CH:11][CH:10]=2)[C:6]2[S:23][C:24]([CH2:26][C:27]([F:30])([F:29])[F:28])=[CH:25][C:5]=2[C:4](=[O:31])[NH:3]1.Br[CH2:33][C:34]([C:36]1[CH:41]=[CH:40][C:39]([F:42])=[CH:38][C:37]=1[F:43])=[O:35].CN(C)C=O.[H-].[Na+]. The catalyst is C(OCC)(=O)C. The product is [F:43][C:37]1[CH:38]=[C:39]([F:42])[CH:40]=[CH:41][C:36]=1[C:34](=[O:35])[CH2:33][N:3]1[C:4](=[O:31])[C:5]2[CH:25]=[C:24]([CH2:26][C:27]([F:30])([F:29])[F:28])[S:23][C:6]=2[N:7]([CH2:8][C:9]2[CH:10]=[CH:11][C:12]([C:15]3[C:16]([C:21]#[N:22])=[CH:17][CH:18]=[CH:19][CH:20]=3)=[CH:13][CH:14]=2)[C:2]1=[O:1]. The yield is 0.490. (3) The reactants are [CH2:1]([N:8]1[CH2:17][C:16]2[CH:15]=[N:14][CH:13]=[C:12]([C:18]#N)[C:11]=2[CH2:10][CH2:9]1)[C:2]1[CH:7]=[CH:6][CH:5]=[CH:4][CH:3]=1.[OH-:20].[Na+].[CH2:22]([OH:24])C. The catalyst is O. The product is [CH3:22][O:24][C:18]([C:12]1[C:11]2[CH2:10][CH2:9][N:8]([CH2:1][C:2]3[CH:7]=[CH:6][CH:5]=[CH:4][CH:3]=3)[CH2:17][C:16]=2[CH:15]=[N:14][CH:13]=1)=[O:20]. The yield is 0.770. (4) The reactants are [C:1]([O:5][C:6]([N:8]1[CH2:13][CH2:12][NH:11][CH2:10][CH2:9]1)=[O:7])([CH3:4])([CH3:3])[CH3:2].[N:14]1[CH:19]=CC=CC=1.C(Cl)(Cl)=[S:21].N. The catalyst is ClCCl. The product is [C:1]([O:5][C:6]([N:8]1[CH2:13][CH2:12][N:11]([C:19](=[S:21])[NH2:14])[CH2:10][CH2:9]1)=[O:7])([CH3:4])([CH3:2])[CH3:3]. The yield is 0.220. (5) The reactants are [N:1]1[CH:6]=[CH:5][CH:4]=[CH:3][C:2]=1[CH2:7][NH:8][C:9](=[O:41])[O:10][CH2:11][CH:12]([C:25]1[O:26][C:27]([Br:40])=[C:28]([C:30]2[CH:35]=[CH:34][C:33]([C:36]([F:39])([F:38])[F:37])=[CH:32][CH:31]=2)[N:29]=1)[O:13][C:14]1[CH:19]=[CH:18][C:17]([F:20])=[C:16]([C:21](=[O:23])[NH2:22])[C:15]=1[F:24].[OH:42]O.O=O. The catalyst is C(Cl)Cl.C[Re](=O)(=O)=O.O=[Mn]=O. The product is [Br:40][C:27]1[O:26][C:25]([CH:12]([O:13][C:14]2[CH:19]=[CH:18][C:17]([F:20])=[C:16]([C:21](=[O:23])[NH2:22])[C:15]=2[F:24])[CH2:11][O:10][C:9]([NH:8][CH2:7][C:2]2[CH:3]=[CH:4][CH:5]=[CH:6][N+:1]=2[O-:42])=[O:41])=[N:29][C:28]=1[C:30]1[CH:31]=[CH:32][C:33]([C:36]([F:37])([F:39])[F:38])=[CH:34][CH:35]=1. The yield is 0.460. (6) The reactants are [I:1][C:2]1[CH:10]=[CH:9][C:5]([C:6](O)=[O:7])=[CH:4][C:3]=1[CH3:11]. The catalyst is C1COCC1. The product is [I:1][C:2]1[CH:10]=[CH:9][C:5]([CH2:6][OH:7])=[CH:4][C:3]=1[CH3:11]. The yield is 0.950. (7) The reactants are [C:1]1([CH2:7][O:8][C:9]([NH:11][CH2:12][CH:13]2[CH2:16][N:15](C(OC(C)(C)C)=O)[CH2:14]2)=[O:10])[CH:6]=[CH:5][CH:4]=[CH:3][CH:2]=1.C(O)(C(F)(F)F)=O. The catalyst is C(Cl)Cl. The product is [NH:15]1[CH2:16][CH:13]([CH2:12][NH:11][C:9](=[O:10])[O:8][CH2:7][C:1]2[CH:6]=[CH:5][CH:4]=[CH:3][CH:2]=2)[CH2:14]1. The yield is 0.950.